Dataset: Reaction yield outcomes from USPTO patents with 853,638 reactions. Task: Predict the reaction yield, written as a fraction of the theoretical maximum amount of product (1.0 means a 100% yield; for example, 0.34 means a 34% yield). (1) The reactants are [F:1][C:2]1[CH:3]=[C:4]2[C:8](=[CH:9][C:10]=1[NH:11][C:12]([C:14]([O:17]C(=O)C)([CH3:16])[CH3:15])=[O:13])[NH:7][C:6](=[O:21])[CH2:5]2.[OH-].[Na+].Cl. The catalyst is CO. The product is [F:1][C:2]1[CH:3]=[C:4]2[C:8](=[CH:9][C:10]=1[NH:11][C:12](=[O:13])[C:14]([OH:17])([CH3:16])[CH3:15])[NH:7][C:6](=[O:21])[CH2:5]2. The yield is 0.592. (2) The catalyst is ClCCl. The reactants are C[O:2][C:3]1[CH:4]=[C:5]([CH:21]=[C:22]([O:24]C)[CH:23]=1)[CH2:6][C:7]1[N:16]2[N:17]=[C:18]([NH2:20])[N:19]=[C:15]2[C:14]2[CH:13]=[CH:12][CH:11]=[CH:10][C:9]=2[N:8]=1.B(Br)(Br)Br. The yield is 0.700. The product is [NH2:20][C:18]1[N:19]=[C:15]2[N:16]([C:7]([CH2:6][C:5]3[CH:4]=[C:3]([OH:2])[CH:23]=[C:22]([OH:24])[CH:21]=3)=[N:8][C:9]3[CH:10]=[CH:11][CH:12]=[CH:13][C:14]=32)[N:17]=1.